From a dataset of Peptide-MHC class I binding affinity with 185,985 pairs from IEDB/IMGT. Regression. Given a peptide amino acid sequence and an MHC pseudo amino acid sequence, predict their binding affinity value. This is MHC class I binding data. (1) The binding affinity (normalized) is 0.772. The peptide sequence is FSFPQITLW. The MHC is HLA-B58:01 with pseudo-sequence HLA-B58:01. (2) The peptide sequence is DEHLRGFSM. The MHC is HLA-A68:02 with pseudo-sequence HLA-A68:02. The binding affinity (normalized) is 0.